The task is: Predict the reaction yield, written as a fraction of the theoretical maximum amount of product (1.0 means a 100% yield; for example, 0.34 means a 34% yield).. This data is from Reaction yield outcomes from USPTO patents with 853,638 reactions. (1) The reactants are Br[C:2]1[CH:3]=[C:4]([N:8]2[CH2:13][CH2:12][C:11]([CH3:20])([C:14]3[CH:19]=[CH:18][CH:17]=[CH:16][CH:15]=3)[O:10][C:9]2=[O:21])[CH:5]=[CH:6][CH:7]=1.[C:22]1(B(O)O)[CH:27]=[CH:26][CH:25]=[CH:24][CH:23]=1.C([O-])(O)=O.[Na+]. The catalyst is C1COCC1.O. The product is [C:2]1([C:22]2[CH:27]=[CH:26][CH:25]=[CH:24][CH:23]=2)[CH:7]=[CH:6][CH:5]=[C:4]([N:8]2[CH2:13][CH2:12][C:11]([CH3:20])([C:14]3[CH:19]=[CH:18][CH:17]=[CH:16][CH:15]=3)[O:10][C:9]2=[O:21])[CH:3]=1. The yield is 0.200. (2) The reactants are [Cl:1][C:2]1[CH:15]=[CH:14][C:5]([CH:6]=[N:7][S@](C(C)(C)C)=O)=[C:4]([C:16]([F:19])([F:18])[F:17])[CH:3]=1.[CH3:20][Mg]Br. The catalyst is ClCCl. The product is [Cl:1][C:2]1[CH:15]=[CH:14][C:5]([C@H:6]([NH2:7])[CH3:20])=[C:4]([C:16]([F:17])([F:18])[F:19])[CH:3]=1. The yield is 0.520. (3) The reactants are [F:1][C:2]1[CH:7]=[CH:6][C:5]([C:8]2[C:12]3[C:13]([CH3:30])=[C:14]([NH:19][C:20](=O)[C:21]4[CH:26]=[CH:25][C:24]([O:27][CH3:28])=[CH:23][CH:22]=4)[C:15]([CH3:18])=[C:16]([CH3:17])[C:11]=3[O:10][C:9]=2[CH3:31])=[CH:4][CH:3]=1. The catalyst is C(O)C. The product is [CH3:28][O:27][C:24]1[CH:23]=[CH:22][C:21]([CH2:20][NH:19][C:14]2[C:15]([CH3:18])=[C:16]([CH3:17])[C:11]3[O:10][C:9]([CH3:31])=[C:8]([C:5]4[CH:6]=[CH:7][C:2]([F:1])=[CH:3][CH:4]=4)[C:12]=3[C:13]=2[CH3:30])=[CH:26][CH:25]=1. The yield is 0.750.